Dataset: Drug-target binding data from BindingDB using IC50 measurements. Task: Regression. Given a target protein amino acid sequence and a drug SMILES string, predict the binding affinity score between them. We predict pIC50 (pIC50 = -log10(IC50 in M); higher means more potent). Dataset: bindingdb_ic50. The small molecule is CNC(=O)OCC[C@@H]1OCC[C@@]2(S(=O)(=O)c3ccc(Cl)cc3)c3c(F)ccc(F)c3OC[C@@H]12. The target protein (P49810) has sequence MLTFMASDSEEEVCDERTSLMSAESPTPRSCQEGRQGPEDGENTAQWRSQENEEDGEEDPDRYVCSGVPGRPPGLEEELTLKYGAKHVIMLFVPVTLCMIVVVATIKSVRFYTEKNGQLIYTPFTEDTPSVGQRLLNSVLNTLIMISVIVVMTIFLVVLYKYRCYKFIHGWLIMSSLMLLFLFTYIYLGEVLKTYNVAMDYPTLLLTVWNFGAVGMVCIHWKGPLVLQQAYLIMISALMALVFIKYLPEWSAWVILGAISVYDLVAVLCPKGPLRMLVETAQERNEPIFPALIYSSAMVWTVGMAKLDPSSQGALQLPYDPEMEEDSYDSFGEPSYPEVFEPPLTGYPGEELEEEEERGVKLGLGDFIFYSVLVGKAAATGSGDWNTTLACFVAILIGLCLTLLLLAVFKKALPALPISITFGLIFYFSTDNLVRPFMDTLASHQLYI. The pIC50 is 8.2.